Dataset: Full USPTO retrosynthesis dataset with 1.9M reactions from patents (1976-2016). Task: Predict the reactants needed to synthesize the given product. Given the product [NH2:1][C@H:2]1[CH2:7][CH2:6][C@H:5]([NH:8][C:9]2[CH:14]=[C:13]([C:15]3[CH:16]=[N:17][C:18]([OH:29])=[C:19]([NH:21][CH2:22][CH:23]4[CH2:28][CH2:27][O:26][CH2:25][CH2:24]4)[CH:20]=3)[C:12]([Cl:31])=[CH:11][N:10]=2)[CH2:4][CH2:3]1, predict the reactants needed to synthesize it. The reactants are: [NH2:1][C@H:2]1[CH2:7][CH2:6][C@H:5]([NH:8][C:9]2[CH:14]=[C:13]([C:15]3[CH:16]=[N:17][C:18]([O:29]C)=[C:19]([NH:21][CH2:22][CH:23]4[CH2:28][CH2:27][O:26][CH2:25][CH2:24]4)[CH:20]=3)[C:12]([Cl:31])=[CH:11][N:10]=2)[CH2:4][CH2:3]1.Cl.